This data is from Catalyst prediction with 721,799 reactions and 888 catalyst types from USPTO. The task is: Predict which catalyst facilitates the given reaction. (1) Reactant: [CH3:1][CH2:2][NH:3][C:4]1[N:9]=[C:8]([Cl:10])[N:7]=[C:6]([NH:11][CH:12]([CH3:14])[CH3:13])[N:5]=1.C1N([N+]([O-])=O)CN([N+]([O-])=O)CN1[N+]([O-])=O. Product: [CH3:1][CH2:2][NH:3][C:4]1[N:9]=[C:8]([Cl:10])[N:7]=[C:6]([NH:11][CH:12]([CH3:13])[CH3:14])[N:5]=1.[CH3:14][CH:12]=[CH2:13]. The catalyst class is: 24. (2) Reactant: [CH3:1][C:2]1[N:12]=[CH:11][C:5]2[N:6]=[CH:7][NH:8][C:9](=O)[C:4]=2[CH:3]=1.C1(P(C2C=CC=CC=2)C2C=CC=CC=2)C=CC=CC=1.C(Cl)(Cl)(Cl)Cl.[Cl:37][C:38]1[CH:46]=[C:45]2[C:41]([CH2:42][CH2:43][NH:44]2)=[CH:40][CH:39]=1. Product: [Cl:37][C:38]1[CH:46]=[C:45]2[C:41]([CH2:42][CH2:43][N:44]2[C:9]2[C:4]3[CH:3]=[C:2]([CH3:1])[N:12]=[CH:11][C:5]=3[N:6]=[CH:7][N:8]=2)=[CH:40][CH:39]=1. The catalyst class is: 26. (3) Reactant: [CH2:1]([N:8]1[CH2:12][C@@H:11]([C:13]2[CH:18]=[CH:17][C:16]([Cl:19])=[C:15]([F:20])[CH:14]=2)[C@@H:10]([C:21]([OH:23])=[O:22])[CH2:9]1)[C:2]1[CH:7]=[CH:6][CH:5]=[CH:4][CH:3]=1.S(=O)(=O)(O)O. Product: [CH2:1]([N:8]1[CH2:12][C@@H:11]([C:13]2[CH:18]=[CH:17][C:16]([Cl:19])=[C:15]([F:20])[CH:14]=2)[C@H:10]([C:21]([OH:23])=[O:22])[CH2:9]1)[C:2]1[CH:7]=[CH:6][CH:5]=[CH:4][CH:3]=1. The catalyst class is: 5. (4) Reactant: [I:1][C:2]1[CH:9]=[CH:8][C:5]([CH:6]=[O:7])=[CH:4][CH:3]=1.[CH:10]([Mg]Cl)([CH3:12])[CH3:11]. Product: [I:1][C:2]1[CH:9]=[CH:8][C:5]([CH:6]([OH:7])[CH:10]([CH3:12])[CH3:11])=[CH:4][CH:3]=1. The catalyst class is: 469.